Dataset: Catalyst prediction with 721,799 reactions and 888 catalyst types from USPTO. Task: Predict which catalyst facilitates the given reaction. (1) Reactant: C([N:4]1[C:46]2[C:41](=[CH:42][CH:43]=[C:44]([Cl:47])[CH:45]=2)[C:6]2([CH:11]([C:12]3[CH:17]=[C:16]([Cl:18])[CH:15]=[CH:14][C:13]=3[O:19][C:20]([CH2:30][CH3:31])([CH2:28][CH3:29])[C:21]([NH:23][S:24]([CH3:27])(=[O:26])=[O:25])=[O:22])[CH2:10][C:9](=O)[NH:8][CH:7]2[C:33]2[CH:38]=[C:37]([Cl:39])[CH:36]=[CH:35][C:34]=2[CH3:40])[C:5]1=[O:48])(=O)C.P12(SP3(SP(SP(S3)(S1)=S)(=S)S2)=S)=[S:50]. Product: [Cl:47][C:44]1[CH:45]=[C:46]2[NH:4][C:5](=[O:48])[C:6]3([CH:11]([C:12]4[CH:17]=[C:16]([Cl:18])[CH:15]=[CH:14][C:13]=4[O:19][C:20]([CH2:30][CH3:31])([CH2:28][CH3:29])[C:21]([NH:23][S:24]([CH3:27])(=[O:25])=[O:26])=[O:22])[CH2:10][C:9](=[S:50])[NH:8][CH:7]3[C:33]3[CH:38]=[C:37]([Cl:39])[CH:36]=[CH:35][C:34]=3[CH3:40])[C:41]2=[CH:42][CH:43]=1. The catalyst class is: 182. (2) Reactant: [Br:1][C:2]1[O:6][C:5]([C:7](=[O:9])[CH3:8])=[CH:4][CH:3]=1.[Li+].C[Si]([N-][Si](C)(C)C)(C)C.[F:20][C:21]([F:28])([F:27])[C:22](OCC)=[O:23]. Product: [Br:1][C:2]1[O:6][C:5]([C:7](=[O:9])[CH2:8][C:22](=[O:23])[C:21]([F:28])([F:27])[F:20])=[CH:4][CH:3]=1. The catalyst class is: 1. (3) Reactant: [CH3:1][O:2][C:3](=[O:28])[C:4]([NH:17]C(OCC1C=CC=CC=1)=O)=[CH:5][C:6]1[CH:7]=[C:8]2[C:12](=[C:13]([CH2:15][CH3:16])[CH:14]=1)[NH:11][N:10]=[CH:9]2. Product: [CH3:1][O:2][C:3](=[O:28])[CH:4]([NH2:17])[CH2:5][C:6]1[CH:7]=[C:8]2[C:12](=[C:13]([CH2:15][CH3:16])[CH:14]=1)[NH:11][N:10]=[CH:9]2. The catalyst class is: 19.